From a dataset of Catalyst prediction with 721,799 reactions and 888 catalyst types from USPTO. Predict which catalyst facilitates the given reaction. (1) Reactant: [Cl:1][C:2]1[CH:7]=[CH:6][C:5]([Mg]Br)=[CH:4][CH:3]=1.[CH3:10][C:11]([C:17]1[CH:18]=[C:19]2[C:24](=[C:25]([C:27]3[CH:28]=[C:29]([C:33]4[N:34]=[C:35]([C:46](=[O:48])[CH3:47])[S:36][C:37]=4[C:38]4[CH:43]=[CH:42][C:41]([S:44][CH3:45])=[CH:40][CH:39]=4)[CH:30]=[CH:31][CH:32]=3)[CH:26]=1)[N:23]=[CH:22][CH:21]=[CH:20]2)([S:13]([CH3:16])(=[O:15])=[O:14])[CH3:12].C(Cl)Cl. Product: [Cl:1][C:2]1[CH:7]=[CH:6][C:5]([C:46]([C:35]2[S:36][C:37]([C:38]3[CH:43]=[CH:42][C:41]([S:44][CH3:45])=[CH:40][CH:39]=3)=[C:33]([C:29]3[CH:30]=[CH:31][CH:32]=[C:27]([C:25]4[CH:26]=[C:17]([C:11]([CH3:10])([S:13]([CH3:16])(=[O:15])=[O:14])[CH3:12])[CH:18]=[C:19]5[C:24]=4[N:23]=[CH:22][CH:21]=[CH:20]5)[CH:28]=3)[N:34]=2)([OH:48])[CH3:47])=[CH:4][CH:3]=1. The catalyst class is: 5. (2) Reactant: [C:1]1([C:7]2[CH:12]=[C:11]([C:13]3[CH:18]=[CH:17][CH:16]=[CH:15][CH:14]=3)[N:10]=[C:9]([O:19][CH2:20][CH2:21][CH2:22][CH2:23][CH2:24][O:25][C:26]3[C:27]([CH2:39][CH2:40][C:41]([O:43][CH3:44])=[O:42])=[C:28]([CH:36]=[CH:37][CH:38]=3)[O:29][CH2:30][CH2:31][CH2:32][C:33](O)=[O:34])[CH:8]=2)[CH:6]=[CH:5][CH:4]=[CH:3][CH:2]=1.CCN(C(C)C)C(C)C.CN(C(ON1N=NC2C=CC=CC1=2)=[N+](C)C)C.F[P-](F)(F)(F)(F)F.[NH2:78][CH2:79][CH2:80][CH2:81][CH2:82][CH:83]([NH:98][C:99]([O:101][C:102]([CH3:105])([CH3:104])[CH3:103])=[O:100])[C:84]([NH:86][CH2:87][CH:88]([OH:97])[CH:89]([OH:96])[CH:90]([OH:95])[CH:91]([OH:94])[CH2:92][OH:93])=[O:85]. Product: [C:102]([O:101][C:99]([NH:98][CH:83]([C:84](=[O:85])[NH:86][CH2:87][CH:88]([OH:97])[CH:89]([OH:96])[CH:90]([OH:95])[CH:91]([OH:94])[CH2:92][OH:93])[CH2:82][CH2:81][CH2:80][CH2:79][NH:78][C:33]([CH2:32][CH2:31][CH2:30][O:29][C:28]1[C:27]([CH2:39][CH2:40][C:41]([O:43][CH3:44])=[O:42])=[C:26]([O:25][CH2:24][CH2:23][CH2:22][CH2:21][CH2:20][O:19][C:9]2[CH:8]=[C:7]([C:1]3[CH:2]=[CH:3][CH:4]=[CH:5][CH:6]=3)[CH:12]=[C:11]([C:13]3[CH:14]=[CH:15][CH:16]=[CH:17][CH:18]=3)[N:10]=2)[CH:38]=[CH:37][CH:36]=1)=[O:34])=[O:100])([CH3:105])([CH3:104])[CH3:103]. The catalyst class is: 3. (3) Reactant: [CH2:1]([OH:22])[CH:2]([OH:21])[CH2:3][CH2:4][CH2:5][CH2:6][CH2:7][CH2:8][CH2:9][CH2:10][CH2:11][CH2:12][CH2:13][CH2:14][CH2:15][CH2:16][CH2:17][CH2:18][CH2:19][CH3:20].N1C=CN=C1.[CH3:28][C:29]([Si:32](Cl)([CH3:34])[CH3:33])([CH3:31])[CH3:30]. Product: [Si:32]([O:22][CH2:1][CH:2]([OH:21])[CH2:3][CH2:4][CH2:5][CH2:6][CH2:7][CH2:8][CH2:9][CH2:10][CH2:11][CH2:12][CH2:13][CH2:14][CH2:15][CH2:16][CH2:17][CH2:18][CH2:19][CH3:20])([C:29]([CH3:31])([CH3:30])[CH3:28])([CH3:34])[CH3:33]. The catalyst class is: 3. (4) Reactant: [CH3:1][O:2][C:3](=[O:13])[C:4]1[CH:9]=[C:8]([F:10])[C:7]([OH:11])=[C:6]([Br:12])[CH:5]=1.[C:14](=O)([O-])[O-].[K+].[K+].IC. Product: [CH3:1][O:2][C:3](=[O:13])[C:4]1[CH:9]=[C:8]([F:10])[C:7]([O:11][CH3:14])=[C:6]([Br:12])[CH:5]=1. The catalyst class is: 21. (5) Reactant: [CH2:1]([N:3]([CH2:8][CH3:9])[C:4](=[O:7])[CH2:5]O)[CH3:2].C1(P(C2C=CC=CC=2)C2C=CC=CC=2)C=CC=CC=1.[Br:29]N1C(=O)CCC1=O.C(N(CC)C(C)C)(C)C. Product: [Br:29][CH2:5][C:4]([N:3]([CH2:8][CH3:9])[CH2:1][CH3:2])=[O:7]. The catalyst class is: 4. (6) Reactant: [O:1]1[C:5]2([CH2:10][CH2:9][CH:8]([CH:11]([NH:16][S:17]([C:20]3[CH:25]=[CH:24][C:23]([C:26]4[CH:31]=[CH:30][C:29]([O:32][CH3:33])=[CH:28][CH:27]=4)=[CH:22][CH:21]=3)(=[O:19])=[O:18])[C:12]([O:14]C)=[O:13])[CH2:7][CH2:6]2)[O:4][CH2:3][CH2:2]1.[CH2:34](N(CC)CC)C.COC1C=CC(C2C=CC(S(Cl)(=O)=O)=CC=2)=CC=1. Product: [O:4]1[C:5]2([CH2:6][CH2:7][CH:8]([CH:11]([N:16]([S:17]([C:20]3[CH:21]=[CH:22][C:23]([C:26]4[CH:27]=[CH:28][C:29]([O:32][CH3:33])=[CH:30][CH:31]=4)=[CH:24][CH:25]=3)(=[O:19])=[O:18])[CH3:34])[C:12]([OH:14])=[O:13])[CH2:9][CH2:10]2)[O:1][CH2:2][CH2:3]1. The catalyst class is: 4.